Dataset: Catalyst prediction with 721,799 reactions and 888 catalyst types from USPTO. Task: Predict which catalyst facilitates the given reaction. Reactant: Cl.Cl.[F:3][C:4]1[CH:9]=[C:8]([C:10]2[O:14][N:13]=[C:12]([CH3:15])[N:11]=2)[CH:7]=[CH:6][C:5]=1[N:16]1[CH2:21][CH2:20][NH:19][CH2:18][CH2:17]1.Br[CH:23]([C:31]1[CH:36]=[C:35]([F:37])[CH:34]=[CH:33][C:32]=1[Br:38])[C:24]([N:26]([CH2:29][CH3:30])[CH2:27][CH3:28])=[O:25]. Product: [Br:38][C:32]1[CH:33]=[CH:34][C:35]([F:37])=[CH:36][C:31]=1[CH:23]([N:19]1[CH2:18][CH2:17][N:16]([C:5]2[CH:6]=[CH:7][C:8]([C:10]3[O:14][N:13]=[C:12]([CH3:15])[N:11]=3)=[CH:9][C:4]=2[F:3])[CH2:21][CH2:20]1)[C:24]([N:26]([CH2:27][CH3:28])[CH2:29][CH3:30])=[O:25]. The catalyst class is: 23.